This data is from Full USPTO retrosynthesis dataset with 1.9M reactions from patents (1976-2016). The task is: Predict the reactants needed to synthesize the given product. (1) The reactants are: [C:1]1([S:7]([N:10]2[C:14]3[N:15]=[CH:16][N:17]=[C:18]([CH:19]4[CH2:23][CH2:22][CH2:21][CH2:20]4)[C:13]=3[C:12](I)=[CH:11]2)(=[O:9])=[O:8])[CH:6]=[CH:5][CH:4]=[CH:3][CH:2]=1.C([Mg]Cl)(C)C.[C:30]([O:34][C:35](=[O:56])[N:36]([C:48]1[CH:53]=[CH:52][C:51]([CH:54]=[O:55])=[CH:50][N:49]=1)[CH2:37][C:38]1[CH:39]=[N:40][C:41]([C:44]([F:47])([F:46])[F:45])=[CH:42][CH:43]=1)([CH3:33])([CH3:32])[CH3:31]. Given the product [C:30]([O:34][C:35](=[O:56])[N:36]([C:48]1[CH:53]=[CH:52][C:51]([CH:54]([C:12]2[C:13]3[C:18]([CH:19]4[CH2:23][CH2:22][CH2:21][CH2:20]4)=[N:17][CH:16]=[N:15][C:14]=3[N:10]([S:7]([C:1]3[CH:6]=[CH:5][CH:4]=[CH:3][CH:2]=3)(=[O:9])=[O:8])[CH:11]=2)[OH:55])=[CH:50][N:49]=1)[CH2:37][C:38]1[CH:39]=[N:40][C:41]([C:44]([F:47])([F:45])[F:46])=[CH:42][CH:43]=1)([CH3:33])([CH3:31])[CH3:32], predict the reactants needed to synthesize it. (2) Given the product [F:1][C:2]1[CH:7]=[C:6]([F:8])[CH:5]=[CH:4][C:3]=1[CH2:9][O:10][C:16]1[CH:15]=[CH:14][NH:13][C:12](=[O:20])[CH:17]=1, predict the reactants needed to synthesize it. The reactants are: [F:1][C:2]1[CH:7]=[C:6]([F:8])[CH:5]=[CH:4][C:3]=1[CH2:9][OH:10].Cl[C:12]1[CH:17]=[C:16](I)[CH:15]=[CH:14][N:13]=1.C([O-])([O-])=[O:20].[Cs+].[Cs+].N1C2C(=CC=C3C=2N=CC=C3)C=CC=1. (3) The reactants are: Cl[CH2:2][CH2:3][CH2:4][O:5][C:6]1[CH:7]=[CH:8][C:9]2[N:13]=[CH:12][N:11]([C:14]3[S:15][C:16]([C:26]([NH2:28])=[O:27])=[C:17]([C:19]4[CH:24]=[CH:23][CH:22]=[C:21]([Cl:25])[CH:20]=4)[N:18]=3)[C:10]=2[CH:29]=1.C(=O)([O-])[O-].[K+].[K+].[NH:36]1[CH2:40][CH2:39][CH2:38][CH2:37]1. Given the product [Cl:25][C:21]1[CH:20]=[C:19]([C:17]2[N:18]=[C:14]([N:11]3[C:10]4[CH:29]=[C:6]([O:5][CH2:4][CH2:3][CH2:2][N:36]5[CH2:40][CH2:39][CH2:38][CH2:37]5)[CH:7]=[CH:8][C:9]=4[N:13]=[CH:12]3)[S:15][C:16]=2[C:26]([NH2:28])=[O:27])[CH:24]=[CH:23][CH:22]=1, predict the reactants needed to synthesize it. (4) Given the product [C:1]([O:5][C:6](=[O:27])[NH:7][C:8]1[CH:13]=[CH:12][CH:11]=[CH:10][C:9]=1[NH:14][C:15](=[O:26])[C:16]1[CH:21]=[CH:20][C:19]([CH2:22][CH:23]([NH:43][C:33](=[O:34])[C:32]2[CH:36]=[CH:37][C:38]([O:39][CH3:40])=[C:30]([O:29][CH3:28])[CH:31]=2)[OH:24])=[CH:18][CH:17]=1)([CH3:4])([CH3:2])[CH3:3], predict the reactants needed to synthesize it. The reactants are: [C:1]([O:5][C:6](=[O:27])[NH:7][C:8]1[CH:13]=[CH:12][CH:11]=[CH:10][C:9]=1[NH:14][C:15](=[O:26])[C:16]1[CH:21]=[CH:20][C:19]([CH:22](N)[CH2:23][OH:24])=[CH:18][CH:17]=1)([CH3:4])([CH3:3])[CH3:2].[CH3:28][O:29][C:30]1[CH:31]=[C:32]([CH:36]=[CH:37][C:38]=1[O:39][CH3:40])[C:33](Cl)=[O:34].CC[N:43](CC)CC.[NH4+].[Cl-]. (5) Given the product [CH3:29][C:27]1[CH:28]=[C:23]([C:21]2[CH:22]=[C:17]([C:16](=[O:43])[NH:15][CH2:14][CH2:13][CH2:12][CH2:11][CH2:10][CH2:9][CH2:8][CH2:7][C:1]3[CH:2]=[CH:3][CH:4]=[CH:5][CH:6]=3)[CH:18]=[C:19]([C:35]3[CH:40]=[C:39]([CH3:41])[CH:38]=[C:37]([CH3:42])[CH:36]=3)[C:20]=2[O:31][CH2:32][C:33]([OH:48])=[O:34])[CH:24]=[C:25]([CH3:30])[CH:26]=1, predict the reactants needed to synthesize it. The reactants are: [C:1]1([CH2:7][CH2:8][CH2:9][CH2:10][CH2:11][CH2:12][CH2:13][CH2:14][NH:15][C:16](=[O:43])[C:17]2[CH:22]=[C:21]([C:23]3[CH:28]=[C:27]([CH3:29])[CH:26]=[C:25]([CH3:30])[CH:24]=3)[C:20]([O:31][CH2:32][CH2:33][OH:34])=[C:19]([C:35]3[CH:40]=[C:39]([CH3:41])[CH:38]=[C:37]([CH3:42])[CH:36]=3)[CH:18]=2)[CH:6]=[CH:5][CH:4]=[CH:3][CH:2]=1.C[N+]1([O-])CC[O:48]CC1.O.S(=O)(O)[O-].[Na+].S(S([O-])=O)([O-])=O.[Na+].[Na+]. (6) Given the product [O:1]1[C:5]2[CH:6]=[CH:7][C:8]([CH:10]([CH2:25][CH:26]([CH3:28])[CH3:27])[C:11]([OH:13])=[O:12])=[CH:9][C:4]=2[O:3][CH2:2]1, predict the reactants needed to synthesize it. The reactants are: [O:1]1[C:5]2[CH:6]=[CH:7][C:8]([CH2:10][C:11]([OH:13])=[O:12])=[CH:9][C:4]=2[O:3][CH2:2]1.[Li+].C[Si]([N-][Si](C)(C)C)(C)C.I[CH2:25][CH:26]([CH3:28])[CH3:27]. (7) Given the product [C:3]([CH:5]1[CH2:10][CH2:9][N:8]([C:11](=[O:37])[C@H:12]([NH:16][C:17]([C:19]2[C:27]3[C:22](=[N:23][CH:24]=[C:25]([I:1])[N:26]=3)[N:21]([CH2:29][O:30][CH2:31][CH2:32][Si:33]([CH3:36])([CH3:35])[CH3:34])[CH:20]=2)=[O:18])[CH:13]2[CH2:15][CH2:14]2)[CH2:7][CH2:6]1)#[N:4], predict the reactants needed to synthesize it. The reactants are: [I-:1].[Na+].[C:3]([CH:5]1[CH2:10][CH2:9][N:8]([C:11](=[O:37])[C@H:12]([NH:16][C:17]([C:19]2[C:27]3[C:22](=[N:23][CH:24]=[C:25](Br)[N:26]=3)[N:21]([CH2:29][O:30][CH2:31][CH2:32][Si:33]([CH3:36])([CH3:35])[CH3:34])[CH:20]=2)=[O:18])[CH:13]2[CH2:15][CH2:14]2)[CH2:7][CH2:6]1)#[N:4].CN[C@@H]1CCCC[C@H]1NC. (8) Given the product [NH2:14][C:13]1[CH:12]=[C:11]([Cl:10])[C:17]([CH3:18])=[CH:16][C:15]=1[C:4]([C:3]1[CH:6]=[CH:7][CH:8]=[CH:9][C:2]=1[Cl:1])=[O:5], predict the reactants needed to synthesize it. The reactants are: [Cl:1][C:2]1[CH:9]=[CH:8][CH:7]=[CH:6][C:3]=1[CH:4]=[O:5].[Cl:10][C:11]1[CH:12]=[C:13]([CH:15]=[CH:16][C:17]=1[CH3:18])[NH2:14]. (9) Given the product [CH3:44][O:43][C:34]1[CH:33]=[C:32]2[C:37](=[C:36]3[CH2:38][C:39]([CH3:42])([CH3:41])[O:40][C:35]=13)[C:28]([C:25]1[CH:24]=[CH:23][C:22]([C:9]3[CH:10]=[CH:11][C:12]([NH:13][C:14](=[O:16])[CH3:15])=[CH:17][CH:18]=3)=[CH:27][CH:26]=1)=[N:29][C:30]([CH3:46])([CH3:45])[CH2:31]2, predict the reactants needed to synthesize it. The reactants are: CC1(C)C(C)(C)OB([C:9]2[CH:18]=[CH:17][C:12]([NH:13][C:14](=[O:16])[CH3:15])=[CH:11][CH:10]=2)O1.Cl.Br[C:22]1[CH:27]=[CH:26][C:25]([C:28]2[C:37]3[C:32](=[CH:33][C:34]([O:43][CH3:44])=[C:35]4[O:40][C:39]([CH3:42])([CH3:41])[CH2:38][C:36]4=3)[CH2:31][C:30]([CH3:46])([CH3:45])[N:29]=2)=[CH:24][CH:23]=1.C(=O)([O-])[O-].[Na+].[Na+]. (10) Given the product [C:9]([O:12][CH2:13][C@@H:14]1[C@@H:18]([O:19][C:20](=[O:22])[CH3:21])[C@@H:17]([O:23][C:24](=[O:26])[CH3:25])[C@H:16]([N:27]2[CH:35]=[N:34][C:33]3[C:28]2=[N:29][C:30]([I:41])=[N:31][C:32]=3[Cl:36])[O:15]1)(=[O:11])[CH3:10], predict the reactants needed to synthesize it. The reactants are: N(OCCC(C)C)=O.[C:9]([O:12][CH2:13][C@@H:14]1[C@@H:18]([O:19][C:20](=[O:22])[CH3:21])[C@@H:17]([O:23][C:24](=[O:26])[CH3:25])[C@H:16]([N:27]2[CH:35]=[N:34][C:33]3[C:28]2=[N:29][C:30](N)=[N:31][C:32]=3[Cl:36])[O:15]1)(=[O:11])[CH3:10].II.C(I)[I:41].[O-]S([O-])(=S)=O.[Na+].[Na+].